This data is from Catalyst prediction with 721,799 reactions and 888 catalyst types from USPTO. The task is: Predict which catalyst facilitates the given reaction. (1) Reactant: [NH2:1][C:2]1[CH:7]=[C:6]([CH2:8][OH:9])[CH:5]=[CH:4][N:3]=1.[Si:10](Cl)([C:13]([CH3:16])([CH3:15])[CH3:14])([CH3:12])[CH3:11].C(N(C(C)C)C(C)C)C. Product: [Si:10]([O:9][CH2:8][C:6]1[CH:5]=[CH:4][N:3]=[C:2]([NH2:1])[CH:7]=1)([C:13]([CH3:16])([CH3:15])[CH3:14])([CH3:12])[CH3:11]. The catalyst class is: 119. (2) Reactant: Cl.Cl.[NH:3]1[CH2:8][CH2:7][CH:6](/[CH:9]=[C:10]2/[C:11]([NH:16][CH2:17][C:18]#[CH:19])=[N:12][C:13](=[O:15])[S:14]/2)[CH2:5][CH2:4]1.[C:20]1([CH:30]=O)[C:29]2[C:24](=[CH:25][CH:26]=[CH:27][CH:28]=2)[CH:23]=[CH:22][CH:21]=1.C(O[BH-](OC(=O)C)OC(=O)C)(=O)C.[Na+].C(=O)([O-])O.[Na+]. Product: [C:20]1([CH2:30][N:3]2[CH2:8][CH2:7][CH:6](/[CH:9]=[C:10]3/[C:11]([NH:16][CH2:17][C:18]#[CH:19])=[N:12][C:13](=[O:15])[S:14]/3)[CH2:5][CH2:4]2)[C:29]2[C:24](=[CH:25][CH:26]=[CH:27][CH:28]=2)[CH:23]=[CH:22][CH:21]=1. The catalyst class is: 338. (3) Reactant: [CH3:1][O:2][C:3]1[CH:8]=[CH:7][C:6]([C:9]2[CH:14]=[CH:13][NH:12][C:11](=O)[C:10]=2[C:16]#[N:17])=[CH:5][CH:4]=1.P(Cl)(Cl)([Cl:20])=O.C(=O)(O)[O-].[Na+].C(=O)([O-])[O-].[K+].[K+]. Product: [Cl:20][C:11]1[N:12]=[CH:13][CH:14]=[C:9]([C:6]2[CH:7]=[CH:8][C:3]([O:2][CH3:1])=[CH:4][CH:5]=2)[C:10]=1[C:16]#[N:17]. The catalyst class is: 13. (4) Reactant: [F:1][C:2]1[CH:7]=[CH:6][C:5]([F:8])=[CH:4][C:3]=1[CH:9]([S:20]([C:23]1[CH:28]=[CH:27][C:26]([F:29])=[CH:25][CH:24]=1)(=[O:22])=[O:21])[C:10]1[C:11]([CH3:19])=[CH:12][C:13]([C:16]([OH:18])=O)=[N:14][CH:15]=1.[CH3:30][NH:31][CH2:32][CH3:33].ON1C2C=CC=CC=2N=N1.Cl.C(N=C=NCCCN(C)C)C. Product: [F:1][C:2]1[CH:7]=[CH:6][C:5]([F:8])=[CH:4][C:3]=1[CH:9]([S:20]([C:23]1[CH:28]=[CH:27][C:26]([F:29])=[CH:25][CH:24]=1)(=[O:22])=[O:21])[C:10]1[C:11]([CH3:19])=[CH:12][C:13]([C:16]([N:31]([CH2:32][CH3:33])[CH3:30])=[O:18])=[N:14][CH:15]=1. The catalyst class is: 2.